From a dataset of NCI-60 drug combinations with 297,098 pairs across 59 cell lines. Regression. Given two drug SMILES strings and cell line genomic features, predict the synergy score measuring deviation from expected non-interaction effect. Drug 1: CC12CCC(CC1=CCC3C2CCC4(C3CC=C4C5=CN=CC=C5)C)O. Drug 2: C(CCl)NC(=O)N(CCCl)N=O. Cell line: HT29. Synergy scores: CSS=6.59, Synergy_ZIP=-1.57, Synergy_Bliss=-2.60, Synergy_Loewe=-5.80, Synergy_HSA=-5.28.